This data is from NCI-60 drug combinations with 297,098 pairs across 59 cell lines. The task is: Regression. Given two drug SMILES strings and cell line genomic features, predict the synergy score measuring deviation from expected non-interaction effect. (1) Drug 1: CC1=C2C(C(=O)C3(C(CC4C(C3C(C(C2(C)C)(CC1OC(=O)C(C(C5=CC=CC=C5)NC(=O)C6=CC=CC=C6)O)O)OC(=O)C7=CC=CC=C7)(CO4)OC(=O)C)O)C)OC(=O)C. Drug 2: C1CN1C2=NC(=NC(=N2)N3CC3)N4CC4. Cell line: RXF 393. Synergy scores: CSS=14.3, Synergy_ZIP=-3.12, Synergy_Bliss=0.805, Synergy_Loewe=-0.991, Synergy_HSA=1.12. (2) Drug 1: CC1=CC=C(C=C1)C2=CC(=NN2C3=CC=C(C=C3)S(=O)(=O)N)C(F)(F)F. Drug 2: CCCCCOC(=O)NC1=NC(=O)N(C=C1F)C2C(C(C(O2)C)O)O. Cell line: NCI/ADR-RES. Synergy scores: CSS=-4.29, Synergy_ZIP=3.01, Synergy_Bliss=1.19, Synergy_Loewe=-2.71, Synergy_HSA=-3.94. (3) Drug 1: C1=CC(=CC=C1CC(C(=O)O)N)N(CCCl)CCCl.Cl. Drug 2: CN(C(=O)NC(C=O)C(C(C(CO)O)O)O)N=O. Cell line: NCI-H522. Synergy scores: CSS=12.0, Synergy_ZIP=-0.137, Synergy_Bliss=-0.936, Synergy_Loewe=0.0198, Synergy_HSA=0.0279. (4) Drug 1: C1CC(C1)(C(=O)O)C(=O)O.[NH2-].[NH2-].[Pt+2]. Drug 2: CS(=O)(=O)OCCCCOS(=O)(=O)C. Cell line: UACC62. Synergy scores: CSS=13.2, Synergy_ZIP=-5.18, Synergy_Bliss=-3.64, Synergy_Loewe=-2.11, Synergy_HSA=-1.32. (5) Drug 1: C1=CC(=CC=C1CCC2=CNC3=C2C(=O)NC(=N3)N)C(=O)NC(CCC(=O)O)C(=O)O. Drug 2: CS(=O)(=O)OCCCCOS(=O)(=O)C. Cell line: SF-295. Synergy scores: CSS=31.8, Synergy_ZIP=-2.94, Synergy_Bliss=-2.25, Synergy_Loewe=-2.37, Synergy_HSA=0.0376. (6) Drug 1: CN(C(=O)NC(C=O)C(C(C(CO)O)O)O)N=O. Drug 2: COCCOC1=C(C=C2C(=C1)C(=NC=N2)NC3=CC=CC(=C3)C#C)OCCOC.Cl. Cell line: SF-268. Synergy scores: CSS=7.48, Synergy_ZIP=-0.487, Synergy_Bliss=5.37, Synergy_Loewe=4.04, Synergy_HSA=4.11. (7) Drug 1: C1=CC=C(C(=C1)C(C2=CC=C(C=C2)Cl)C(Cl)Cl)Cl. Drug 2: C1CN(CCN1C(=O)CCBr)C(=O)CCBr. Cell line: NCI-H522. Synergy scores: CSS=28.0, Synergy_ZIP=-1.43, Synergy_Bliss=2.14, Synergy_Loewe=-2.38, Synergy_HSA=1.29. (8) Drug 1: COC1=C(C=C2C(=C1)N=CN=C2NC3=CC(=C(C=C3)F)Cl)OCCCN4CCOCC4. Drug 2: C1C(C(OC1N2C=NC(=NC2=O)N)CO)O. Cell line: CCRF-CEM. Synergy scores: CSS=41.5, Synergy_ZIP=-0.978, Synergy_Bliss=-0.690, Synergy_Loewe=-18.1, Synergy_HSA=2.54. (9) Drug 1: CC(CN1CC(=O)NC(=O)C1)N2CC(=O)NC(=O)C2. Drug 2: C1=NC(=NC(=O)N1C2C(C(C(O2)CO)O)O)N. Cell line: HCT116. Synergy scores: CSS=40.6, Synergy_ZIP=-1.85, Synergy_Bliss=-0.286, Synergy_Loewe=2.73, Synergy_HSA=4.63.